This data is from Full USPTO retrosynthesis dataset with 1.9M reactions from patents (1976-2016). The task is: Predict the reactants needed to synthesize the given product. (1) Given the product [Cl:1][C:2]1[CH:3]=[C:4]([C:8]2([C:11]3[CH:16]=[CH:15][CH:14]=[C:13]([Cl:17])[CH:12]=3)[O:25][C:23]3[CH:24]=[C:19]([F:18])[C:20]([C:27]([N:29]4[CH2:34][CH2:33][O:32][CH2:31][CH2:30]4)=[O:28])=[CH:21][C:22]=3[O:26]2)[CH:5]=[CH:6][CH:7]=1, predict the reactants needed to synthesize it. The reactants are: [Cl:1][C:2]1[CH:3]=[C:4]([C:8]([C:11]2[CH:16]=[CH:15][CH:14]=[C:13]([Cl:17])[CH:12]=2)(Cl)Cl)[CH:5]=[CH:6][CH:7]=1.[F:18][C:19]1[CH:24]=[C:23]([OH:25])[C:22]([OH:26])=[CH:21][C:20]=1[C:27]([N:29]1[CH2:34][CH2:33][O:32][CH2:31][CH2:30]1)=[O:28]. (2) Given the product [CH3:8][O:9][C:10]1[CH:11]=[CH:12][C:13]([CH2:14][N:15]2[C:23]3[CH:22]=[CH:21][N:20]=[C:19]([NH:25][CH:26]4[CH2:27][CH2:28][O:29][CH2:30][CH2:31]4)[C:18]=3[C:17]([C:32]3[CH:33]=[C:34]([CH:39]=[CH:40][N:41]=3)[C:35]([OH:37])=[O:36])=[N:16]2)=[CH:42][CH:43]=1, predict the reactants needed to synthesize it. The reactants are: C1COCC1.CO.[CH3:8][O:9][C:10]1[CH:43]=[CH:42][C:13]([CH2:14][N:15]2[C:23]3[CH:22]=[C:21](C)[N:20]=[C:19]([NH:25][CH:26]4[CH2:31][CH2:30][O:29][CH2:28][CH2:27]4)[C:18]=3[C:17]([C:32]3[CH:33]=[C:34]([CH:39]=[CH:40][N:41]=3)[C:35]([O:37]C)=[O:36])=[N:16]2)=[CH:12][CH:11]=1.[Li+].[OH-]. (3) Given the product [Cl:1][C:2]1[CH:3]=[C:4]([C@@H:9]2[C:18]3[C:13](=[CH:14][CH:15]=[CH:16][CH:17]=3)[C@@H:12]([NH:19][CH3:20])[CH2:11][CH2:10]2)[CH:5]=[CH:6][C:7]=1[Cl:8].[C:21]([O-:31])(=[O:30])[C@H:22]([C:24]1[CH:29]=[CH:28][CH:27]=[CH:26][CH:25]=1)[OH:23], predict the reactants needed to synthesize it. The reactants are: [Cl:1][C:2]1[CH:3]=[C:4]([C@H:9]2[C:18]3[C:13](=[CH:14][CH:15]=[CH:16][CH:17]=3)[C@H:12]([NH:19][CH3:20])[CH2:11][CH2:10]2)[CH:5]=[CH:6][C:7]=1[Cl:8].[C:21]([OH:31])(=[O:30])[C@H:22]([C:24]1[CH:29]=[CH:28][CH:27]=[CH:26][CH:25]=1)[OH:23].CCOC(C)=O. (4) Given the product [CH:13]1([C:16]([NH:18][C:2]2[N:7]=[C:6]([C:8]([O:10][CH3:11])=[O:9])[CH:5]=[C:4]([CH3:12])[N:3]=2)=[O:17])[CH2:15][CH2:14]1, predict the reactants needed to synthesize it. The reactants are: Cl[C:2]1[N:7]=[C:6]([C:8]([O:10][CH3:11])=[O:9])[CH:5]=[C:4]([CH3:12])[N:3]=1.[CH:13]1([C:16]([NH2:18])=[O:17])[CH2:15][CH2:14]1. (5) Given the product [Cs+:5].[C:6]([O:10][C:11]([NH:13][C@@H:14]([CH2:18][C:19]1[CH:24]=[CH:23][C:22]([O:25][CH2:26][C:27]2[CH:32]=[CH:31][CH:30]=[CH:29][CH:28]=2)=[C:21]([O:33][CH2:34][C:35]2[CH:40]=[CH:39][CH:38]=[CH:37][CH:36]=2)[CH:20]=1)[C:15]([O-:17])=[O:16])=[O:12])([CH3:9])([CH3:7])[CH3:8], predict the reactants needed to synthesize it. The reactants are: C(=O)([O-])O.[Cs+:5].[C:6]([O:10][C:11]([NH:13][C@@H:14]([CH2:18][C:19]1[CH:24]=[CH:23][C:22]([O:25][CH2:26][C:27]2[CH:32]=[CH:31][CH:30]=[CH:29][CH:28]=2)=[C:21]([O:33][CH2:34][C:35]2[CH:40]=[CH:39][CH:38]=[CH:37][CH:36]=2)[CH:20]=1)[C:15]([OH:17])=[O:16])=[O:12])([CH3:9])([CH3:8])[CH3:7]. (6) Given the product [F:17][C:18]1[N:23]=[C:22]([N:24]2[CH2:29][CH2:28][N:27]([CH2:30][CH2:31][CH2:32][CH2:33][NH:34][C:14]([CH:8]3[CH2:13][CH2:12][CH2:11][CH2:10][CH2:9]3)=[O:15])[CH2:26][CH2:25]2)[CH:21]=[CH:20][CH:19]=1, predict the reactants needed to synthesize it. The reactants are: C(N(CC)CC)C.[CH:8]1([C:14](Cl)=[O:15])[CH2:13][CH2:12][CH2:11][CH2:10][CH2:9]1.[F:17][C:18]1[N:23]=[C:22]([N:24]2[CH2:29][CH2:28][N:27]([CH2:30][CH2:31][CH2:32][CH2:33][NH2:34])[CH2:26][CH2:25]2)[CH:21]=[CH:20][CH:19]=1.